This data is from Full USPTO retrosynthesis dataset with 1.9M reactions from patents (1976-2016). The task is: Predict the reactants needed to synthesize the given product. (1) The reactants are: [F:1][C:2]1[CH:7]=[CH:6][C:5]([F:8])=[CH:4][C:3]=1[C:9]1[N:13]=[C:12]([C@H:14]([NH:19][C:20](=[O:26])[O:21][C:22]([CH3:25])([CH3:24])[CH3:23])[C:15]([CH3:18])([CH3:17])[CH3:16])[NH:11][N:10]=1.C([O-])([O-])=O.[Cs+].[Cs+].[CH2:33](Br)[C:34]1[CH:39]=[CH:38][CH:37]=[CH:36][CH:35]=1. Given the product [CH2:33]([N:11]1[C:12]([C@H:14]([NH:19][C:20](=[O:26])[O:21][C:22]([CH3:25])([CH3:24])[CH3:23])[C:15]([CH3:18])([CH3:17])[CH3:16])=[N:13][C:9]([C:3]2[CH:4]=[C:5]([F:8])[CH:6]=[CH:7][C:2]=2[F:1])=[N:10]1)[C:34]1[CH:39]=[CH:38][CH:37]=[CH:36][CH:35]=1, predict the reactants needed to synthesize it. (2) Given the product [Cl:1][C:2]1[C:3]([CH2:47][C:48]2[CH:53]=[CH:52][C:51]([O:54][CH2:55][CH3:56])=[CH:50][CH:49]=2)=[CH:4][C:5]([C@H:9]2[C@H:14]([O:15][CH2:16][C:17]3[CH:22]=[CH:21][CH:20]=[CH:19][CH:18]=3)[C@@H:13]([O:23][CH2:24][C:25]3[CH:30]=[CH:29][CH:28]=[CH:27][CH:26]=3)[C@H:12]([O:31][CH2:32][C:33]3[CH:38]=[CH:37][CH:36]=[CH:35][CH:34]=3)[C@@H:11]([CH2:39][O:40][CH2:41][CH2:42][CH2:43][CH2:44][CH2:45][I:81])[O:10]2)=[C:6]([OH:8])[CH:7]=1, predict the reactants needed to synthesize it. The reactants are: [Cl:1][C:2]1[C:3]([CH2:47][C:48]2[CH:53]=[CH:52][C:51]([O:54][CH2:55][CH3:56])=[CH:50][CH:49]=2)=[CH:4][C:5]([C@H:9]2[C@H:14]([O:15][CH2:16][C:17]3[CH:22]=[CH:21][CH:20]=[CH:19][CH:18]=3)[C@@H:13]([O:23][CH2:24][C:25]3[CH:30]=[CH:29][CH:28]=[CH:27][CH:26]=3)[C@H:12]([O:31][CH2:32][C:33]3[CH:38]=[CH:37][CH:36]=[CH:35][CH:34]=3)[C@@H:11]([CH2:39][O:40][CH2:41][CH2:42][CH2:43][CH2:44][CH2:45]O)[O:10]2)=[C:6]([OH:8])[CH:7]=1.N1C=CN=C1.C1(P(C2C=CC=CC=2)C2C=CC=CC=2)C=CC=CC=1.[I:81]I. (3) The reactants are: [NH:1]1[C:9]2[C:4](=[CH:5][C:6]([N:10]3[C:14]4=[N:15][C:16]([CH:19]=[CH2:20])=[CH:17][CH:18]=[C:13]4[N:12]=[CH:11]3)=[CH:7][CH:8]=2)[CH2:3][CH2:2]1.[CH3:21][S:22](Cl)(=[O:24])=[O:23].C(N(CC)CC)C. Given the product [CH3:21][S:22]([N:1]1[C:9]2[C:4](=[CH:5][C:6]([N:10]3[C:14]4=[N:15][C:16]([CH:19]=[CH2:20])=[CH:17][CH:18]=[C:13]4[N:12]=[CH:11]3)=[CH:7][CH:8]=2)[CH2:3][CH2:2]1)(=[O:24])=[O:23], predict the reactants needed to synthesize it. (4) The reactants are: [C:1]1([C:7]2[C:11]3[CH:12]=[N:13][CH:14]=[CH:15][C:10]=3[O:9][C:8]=2[C:16]2[CH:21]=[CH:20][C:19]([C:22]3([NH:26]C(=O)OC(C)(C)C)[CH2:25][CH2:24][CH2:23]3)=[CH:18][CH:17]=2)[CH:6]=[CH:5][CH:4]=[CH:3][CH:2]=1.C(O)(C(F)(F)F)=O. Given the product [C:1]1([C:7]2[C:11]3[CH:12]=[N:13][CH:14]=[CH:15][C:10]=3[O:9][C:8]=2[C:16]2[CH:21]=[CH:20][C:19]([C:22]3([NH2:26])[CH2:25][CH2:24][CH2:23]3)=[CH:18][CH:17]=2)[CH:2]=[CH:3][CH:4]=[CH:5][CH:6]=1, predict the reactants needed to synthesize it. (5) Given the product [Br:16][C:17]1[CH:18]=[N:19][C:20]([C:23]([N:13]2[CH2:12][CH2:11][N:10]([C:4]3[C:3]([CH3:2])=[CH:8][C:7]([CH3:9])=[CH:6][N:5]=3)[CH2:15][CH2:14]2)=[O:24])=[N:21][CH:22]=1, predict the reactants needed to synthesize it. The reactants are: Cl.[CH3:2][C:3]1[C:4]([N:10]2[CH2:15][CH2:14][NH:13][CH2:12][CH2:11]2)=[N:5][CH:6]=[C:7]([CH3:9])[CH:8]=1.[Br:16][C:17]1[CH:18]=[N:19][C:20]([C:23](O)=[O:24])=[N:21][CH:22]=1. (6) The reactants are: [Br:1][C:2]1[CH:11]=[C:10]2[C:5]([CH2:6][CH2:7][C:8]3([CH2:17][CH2:16][CH:15]([O:18][CH3:19])[CH2:14][CH2:13]3)[C:9]2=[NH:12])=[CH:4][CH:3]=1.O=[C:21]([CH3:25])[C:22](=[S:24])[NH2:23]. Given the product [Br:1][C:2]1[CH:11]=[C:10]2[C:5]([CH2:6][CH2:7][C:8]3([C:9]42[NH:23][C:22](=[S:24])[C:21]([CH3:25])=[N:12]4)[CH2:17][CH2:16][CH:15]([O:18][CH3:19])[CH2:14][CH2:13]3)=[CH:4][CH:3]=1, predict the reactants needed to synthesize it.